This data is from Catalyst prediction with 721,799 reactions and 888 catalyst types from USPTO. The task is: Predict which catalyst facilitates the given reaction. (1) Reactant: Br[C:2]1[CH:28]=[C:27]([O:29][CH2:30][CH3:31])[CH:26]=[CH:25][C:3]=1[CH2:4][N:5]1[C:9]2[CH:10]=[C:11]([O:15][CH2:16][CH2:17][CH2:18][C:19]([O:21][CH2:22][CH3:23])=[O:20])[CH:12]=[C:13]([CH3:14])[C:8]=2[N:7]=[C:6]1[CH3:24].[CH2:32]([Sn](CCCC)(CCCC)C=C)[CH2:33]CC.[Cl-].[Li+]. Product: [CH2:30]([O:29][C:27]1[CH:26]=[CH:25][C:3]([CH2:4][N:5]2[C:9]3[CH:10]=[C:11]([O:15][CH2:16][CH2:17][CH2:18][C:19]([O:21][CH2:22][CH3:23])=[O:20])[CH:12]=[C:13]([CH3:14])[C:8]=3[N:7]=[C:6]2[CH3:24])=[C:2]([CH:32]=[CH2:33])[CH:28]=1)[CH3:31]. The catalyst class is: 12. (2) Reactant: [CH:1]1([C:4]2[N:5]=[C:6]3[CH:11]=[CH:10][C:9]([N:12]4[CH:17]=[CH:16][C:15]([OH:18])=[CH:14][C:13]4=[O:19])=[CH:8][N:7]3[C:20]=2[CH3:21])[CH2:3][CH2:2]1.[F:22][CH:23]([F:31])[C:24]1[S:28][C:27]([CH2:29]O)=[CH:26][CH:25]=1.C(P(CCCC)CCCC)CCC.N(C(N1CCCCC1)=O)=NC(N1CCCCC1)=O. Product: [CH:1]1([C:4]2[N:5]=[C:6]3[CH:11]=[CH:10][C:9]([N:12]4[CH:17]=[CH:16][C:15]([O:18][CH2:29][C:27]5[S:28][C:24]([CH:23]([F:31])[F:22])=[CH:25][CH:26]=5)=[CH:14][C:13]4=[O:19])=[CH:8][N:7]3[C:20]=2[CH3:21])[CH2:3][CH2:2]1. The catalyst class is: 1.